The task is: Predict the reactants needed to synthesize the given product.. This data is from Full USPTO retrosynthesis dataset with 1.9M reactions from patents (1976-2016). (1) The reactants are: S(Cl)([Cl:3])=O.O[CH2:6][C:7]1[N:12]=[C:11]([C:13]([O:15][CH2:16][CH3:17])=[O:14])[CH:10]=[CH:9][CH:8]=1. Given the product [Cl:3][CH2:6][C:7]1[N:12]=[C:11]([C:13]([O:15][CH2:16][CH3:17])=[O:14])[CH:10]=[CH:9][CH:8]=1, predict the reactants needed to synthesize it. (2) The reactants are: [NH:1]1[C:7](=O)[CH2:6][CH2:5][CH2:4][C:3]2[CH:9]=[CH:10][CH:11]=[CH:12][C:2]1=2.[H-].[Al+3].[Li+].[H-].[H-].[H-]. Given the product [NH:1]1[CH2:7][CH2:6][CH2:5][CH2:4][C:3]2[CH:9]=[CH:10][CH:11]=[CH:12][C:2]1=2, predict the reactants needed to synthesize it.